From a dataset of Catalyst prediction with 721,799 reactions and 888 catalyst types from USPTO. Predict which catalyst facilitates the given reaction. (1) The catalyst class is: 176. Reactant: [CH2:1]([O:3][P:4]([CH:9]([P:45]([O:50][CH2:51][CH3:52])([O:47][CH2:48][CH3:49])=[O:46])[CH2:10][C:11]([N:13]1[CH2:18][CH2:17][CH2:16][C@H:15]2[CH2:19][N:20]([C:22]3[C:31]([O:32][CH3:33])=[C:30]4[C:25]([C:26](=[O:43])[C:27]([C:37]([O:39]CC=C)=[O:38])=[CH:28][N:29]4[CH:34]4[CH2:36][CH2:35]4)=[CH:24][C:23]=3[F:44])[CH2:21][C@@H:14]12)=[O:12])([O:6][CH2:7][CH3:8])=[O:5])[CH3:2].O.C1(C)C(S([O-])=O)=CC=CC=1.[Na+]. Product: [CH2:7]([O:6][P:4]([CH:9]([P:45]([O:47][CH2:48][CH3:49])([O:50][CH2:51][CH3:52])=[O:46])[CH2:10][C:11]([N:13]1[CH2:18][CH2:17][CH2:16][C@H:15]2[CH2:19][N:20]([C:22]3[C:31]([O:32][CH3:33])=[C:30]4[C:25]([C:26](=[O:43])[C:27]([C:37]([OH:39])=[O:38])=[CH:28][N:29]4[CH:34]4[CH2:35][CH2:36]4)=[CH:24][C:23]=3[F:44])[CH2:21][C@@H:14]12)=[O:12])([O:3][CH2:1][CH3:2])=[O:5])[CH3:8]. (2) Reactant: [NH:1]([C:13]([CH3:15])=[O:14])[C@H:2]([C:10]([OH:12])=[O:11])[CH2:3][C:4]1[CH:9]=[CH:8][CH:7]=[CH:6][CH:5]=1.[CH2:16](O)[CH3:17]. Product: [NH:1]([C:13]([CH3:15])=[O:14])[C@H:2]([C:10]([O:12][CH2:16][CH3:17])=[O:11])[CH2:3][C:4]1[CH:9]=[CH:8][CH:7]=[CH:6][CH:5]=1. The catalyst class is: 33. (3) Reactant: [Cl:1][C:2]1[CH:10]=[CH:9][CH:8]=[C:7]2[C:3]=1[C:4]([C:18](=[O:23])[C:19]([F:22])([F:21])[F:20])=[CH:5][N:6]2[CH2:11][CH2:12][CH:13](OC)[O:14]C.Cl.C([O-])(O)=O.[Na+]. The catalyst class is: 1. Product: [Cl:1][C:2]1[CH:10]=[CH:9][CH:8]=[C:7]2[C:3]=1[C:4]([C:18](=[O:23])[C:19]([F:21])([F:22])[F:20])=[CH:5][N:6]2[CH2:11][CH2:12][CH:13]=[O:14]. (4) Reactant: [CH3:1][N:2]([CH3:22])[CH2:3][CH2:4][CH2:5][O:6][C:7]1[CH:12]=[CH:11][C:10]([N+:13]([O-])=O)=[CH:9][C:8]=1[C:16]1[N:17]([CH3:21])[N:18]=[CH:19][CH:20]=1.[H][H]. Product: [CH3:22][N:2]([CH3:1])[CH2:3][CH2:4][CH2:5][O:6][C:7]1[CH:12]=[CH:11][C:10]([NH2:13])=[CH:9][C:8]=1[C:16]1[N:17]([CH3:21])[N:18]=[CH:19][CH:20]=1. The catalyst class is: 19. (5) Reactant: [NH:1]1[C:9]2[C:4](=[CH:5][CH:6]=[CH:7][CH:8]=2)[C:3](/[CH:10]=[CH:11]/[C:12]2[CH:17]=[CH:16][CH:15]=[CH:14][C:13]=2[NH:18][C:19]([C:21]2[N:29]=[CH:28][CH:27]=[CH:26][C:22]=2[C:23]([OH:25])=O)=[O:20])=[N:2]1.N1C2C(=CC=CC=2)C(/C=C/C2C=CC=CC=2NC(C2C(C(O)=O)=NC=CC=2)=O)=N1.O.ON1C2C=CC=CC=2N=N1.C(Cl)CCl. Product: [NH:1]1[C:9]2[C:4](=[CH:5][CH:6]=[CH:7][CH:8]=2)[C:3](/[CH:10]=[CH:11]/[C:12]2[CH:17]=[CH:16][CH:15]=[CH:14][C:13]=2[N:18]2[C:23](=[O:25])[C:22]3[C:21](=[N:29][CH:28]=[CH:27][CH:26]=3)[C:19]2=[O:20])=[N:2]1. The catalyst class is: 20. (6) Reactant: Cl[C:2]([O:4][CH:5]1[CH:10]([CH:11]([CH3:13])[CH3:12])[CH2:9][CH2:8][CH:7]([CH3:14])[CH2:6]1)=[O:3].[N:15]1C=[CH:19][CH:18]=[CH:17][CH:16]=1.C(N)CCC.Cl. Product: [CH:11]([C@@H:10]1[CH2:9][CH2:8][C@@H:7]([CH3:14])[CH2:6][C@H:5]1[O:4][C:2](=[O:3])[NH:15][CH2:16][CH2:17][CH2:18][CH3:19])([CH3:13])[CH3:12]. The catalyst class is: 93. (7) Reactant: [N:1]1[C:10]2[C:5](=[CH:6][CH:7]=[CH:8][C:9]=2[CH2:11][C:12]([OH:14])=O)[CH:4]=[CH:3][CH:2]=1.CN(C(ON1N=NC2C=CC=NC1=2)=[N+](C)C)C.F[P-](F)(F)(F)(F)F.[NH2:39][CH2:40][CH:41]([OH:53])[CH2:42][N:43]1[CH2:52][CH2:51][C:50]2[C:45](=[CH:46][CH:47]=[CH:48][CH:49]=2)[CH2:44]1. Product: [CH2:44]1[C:45]2[C:50](=[CH:49][CH:48]=[CH:47][CH:46]=2)[CH2:51][CH2:52][N:43]1[CH2:42][CH:41]([OH:53])[CH2:40][NH:39][C:12](=[O:14])[CH2:11][C:9]1[CH:8]=[CH:7][CH:6]=[C:5]2[C:10]=1[N:1]=[CH:2][CH:3]=[CH:4]2. The catalyst class is: 34. (8) Reactant: [ClH:1].O1CCOCC1.[CH:8]1([N:11]2[C:15]([CH:16]3[CH2:18][CH2:17]3)=[N:14][N:13]=[C:12]2[C:19]([C:22]2[CH:27]=[CH:26][CH:25]=[CH:24][N:23]=2)([CH3:21])[CH3:20])[CH2:10][CH2:9]1. Product: [ClH:1].[CH:8]1([N:11]2[C:15]([CH:16]3[CH2:18][CH2:17]3)=[N:14][N:13]=[C:12]2[C:19]([C:22]2[CH:27]=[CH:26][CH:25]=[CH:24][N:23]=2)([CH3:20])[CH3:21])[CH2:9][CH2:10]1. The catalyst class is: 13. (9) Reactant: [CH3:1][C:2]1[CH:11]=[C:10]([N:12]2[CH2:16][CH2:15][CH2:14][CH2:13]2)[C:9]2[C:4](=[CH:5][C:6]([OH:17])=[CH:7][CH:8]=2)[N:3]=1.CC(C)([O-])C.[K+].[CH3:24][N:25]([CH3:30])[S:26](Cl)(=[O:28])=[O:27]. Product: [CH3:1][C:2]1[CH:11]=[C:10]([N:12]2[CH2:16][CH2:15][CH2:14][CH2:13]2)[C:9]2[C:4](=[CH:5][C:6]([O:17][S:26](=[O:28])(=[O:27])[N:25]([CH3:30])[CH3:24])=[CH:7][CH:8]=2)[N:3]=1. The catalyst class is: 3. (10) Product: [CH3:33][S:34]([O:1][CH2:2][C:3]1[N:8]=[CH:7][C:6]2[N:9]=[CH:10][N:11]([C:12]3[S:16][C:15]([C:17](=[O:18])[NH2:19])=[C:14]([O:20][CH:21]([C:23]4[CH:28]=[CH:27][CH:26]=[CH:25][C:24]=4[C:29]([F:30])([F:31])[F:32])[CH3:22])[CH:13]=3)[C:5]=2[CH:4]=1)(=[O:36])=[O:35]. Reactant: [OH:1][CH2:2][C:3]1[N:8]=[CH:7][C:6]2[N:9]=[CH:10][N:11]([C:12]3[S:16][C:15]([C:17]([NH2:19])=[O:18])=[C:14]([O:20][CH:21]([C:23]4[CH:28]=[CH:27][CH:26]=[CH:25][C:24]=4[C:29]([F:32])([F:31])[F:30])[CH3:22])[CH:13]=3)[C:5]=2[CH:4]=1.[CH3:33][S:34](Cl)(=[O:36])=[O:35].C(N(CC)CC)C. The catalyst class is: 4.